From a dataset of Forward reaction prediction with 1.9M reactions from USPTO patents (1976-2016). Predict the product of the given reaction. (1) Given the reactants [NH2:1][C:2]1[CH:3]=[C:4]([CH:8]([NH:48][C:49](=[O:55])[O:50][C:51]([CH3:54])([CH3:53])[CH3:52])[CH2:9][N:10]2[C:15](=[O:16])[C:14]3[C:17]4([O:33][CH2:34][C:13]=3[N:12]([CH2:35][C:36]3[C:41]([C:42]([F:45])([F:44])[F:43])=[CH:40][CH:39]=[CH:38][C:37]=3[F:46])[C:11]2=[O:47])[CH2:22][CH2:21][N:20]([CH2:23][C:24]2[O:25][C:26]([C:29]([F:32])([F:31])[F:30])=[CH:27][CH:28]=2)[CH2:19][CH2:18]4)[CH:5]=[CH:6][CH:7]=1.CCN(C(C)C)C(C)C.[C:65](Cl)(=[O:67])[CH3:66], predict the reaction product. The product is: [C:65]([NH:1][C:2]1[CH:3]=[C:4]([CH:8]([NH:48][C:49](=[O:55])[O:50][C:51]([CH3:52])([CH3:54])[CH3:53])[CH2:9][N:10]2[C:15](=[O:16])[C:14]3[C:17]4([O:33][CH2:34][C:13]=3[N:12]([CH2:35][C:36]3[C:41]([C:42]([F:45])([F:44])[F:43])=[CH:40][CH:39]=[CH:38][C:37]=3[F:46])[C:11]2=[O:47])[CH2:22][CH2:21][N:20]([CH2:23][C:24]2[O:25][C:26]([C:29]([F:30])([F:31])[F:32])=[CH:27][CH:28]=2)[CH2:19][CH2:18]4)[CH:5]=[CH:6][CH:7]=1)(=[O:67])[CH3:66]. (2) Given the reactants Br[C:2]1[CH:3]=[C:4]2[C:9](=[CH:10][CH:11]=1)[CH:8]=[N:7][CH:6]=[CH:5]2.[CH3:12][N:13](C=O)C, predict the reaction product. The product is: [CH:8]1[C:9]2[C:4](=[CH:3][C:2]([C:12]#[N:13])=[CH:11][CH:10]=2)[CH:5]=[CH:6][N:7]=1. (3) Given the reactants C([O:4][C:5]1[C:14]2[C:9](=[CH:10][CH:11]=[C:12]([O:19][C:20]3[CH:25]=[CH:24][C:23]([O:26][C:27]([F:30])([F:29])[F:28])=[CH:22][CH:21]=3)[C:13]=2[C:15]([F:18])([F:17])[F:16])[N:8]=[C:7]([CH3:31])[C:6]=1[CH3:32])(=O)C.[OH-].[Na+].O.Cl, predict the reaction product. The product is: [F:17][C:15]([F:16])([F:18])[C:13]1[C:12]([O:19][C:20]2[CH:25]=[CH:24][C:23]([O:26][C:27]([F:28])([F:30])[F:29])=[CH:22][CH:21]=2)=[CH:11][CH:10]=[C:9]2[C:14]=1[C:5]([OH:4])=[C:6]([CH3:32])[C:7]([CH3:31])=[N:8]2.